From a dataset of Forward reaction prediction with 1.9M reactions from USPTO patents (1976-2016). Predict the product of the given reaction. (1) Given the reactants [N:1]1[CH:6]=[CH:5][CH:4]=[CH:3][C:2]=1[C:7]1[C:11]([CH2:12][O:13][C:14]2[CH:22]=[CH:21][C:17]([C:18]([OH:20])=O)=[CH:16][N:15]=2)=[CH:10][O:9][N:8]=1.[CH:23]([NH2:26])([CH3:25])[CH3:24], predict the reaction product. The product is: [CH:23]([NH:26][C:18](=[O:20])[C:17]1[CH:21]=[CH:22][C:14]([O:13][CH2:12][C:11]2[C:7]([C:2]3[CH:3]=[CH:4][CH:5]=[CH:6][N:1]=3)=[N:8][O:9][CH:10]=2)=[N:15][CH:16]=1)([CH3:25])[CH3:24]. (2) Given the reactants [CH2:1]([Mg]Br)[CH3:2].[Cl-].[CH:6]([C:9]1[CH:14]=[CH:13][CH:12]=[C:11]([CH:15](C)[CH3:16])C=1[NH+]1CCN(C2[C:9]([CH:6](C)[CH3:7])=[CH:14][CH:13]=[CH:12][C:11]=2[CH:15](C)[CH3:16])C1)(C)[CH3:7].C1(P(C2C=CC=CC=2)C2C=CC=CC=2)C=CC=CC=1.C(C1C=CC(Cl)=CC=1)CCC.FC1C=C([Mg]Br)C=CC=1F.C(C(C(C([O-])=O)O)O)([O-])=O.[K+].[Na+], predict the reaction product. The product is: [CH3:7][CH2:6][CH2:9][CH2:14][CH2:13][CH2:12][CH2:11][CH2:15][CH2:16][CH2:1][CH3:2].